Predict the reaction yield, written as a fraction of the theoretical maximum amount of product (1.0 means a 100% yield; for example, 0.34 means a 34% yield). From a dataset of Reaction yield outcomes from USPTO patents with 853,638 reactions. (1) The yield is 0.490. The catalyst is C(#N)C. The reactants are [CH3:1][C:2]1[C:7]2[N:8]=[C:9]([NH2:11])[S:10][C:6]=2[CH:5]=[CH:4][CH:3]=1.[C:12](N1C=CN=C1)([N:14]1[CH:18]=[CH:17][N:16]=[CH:15]1)=[S:13]. The product is [CH3:1][C:2]1[C:7]2[N:8]=[C:9]([NH:11][C:12]([N:14]3[CH:18]=[CH:17][N:16]=[CH:15]3)=[S:13])[S:10][C:6]=2[CH:5]=[CH:4][CH:3]=1. (2) The reactants are [F:1][C:2]([F:10])([F:9])[C:3]1[S:7][CH:6]=[C:5]([OH:8])[CH:4]=1.Cl[C:12]1[N:16]([C:17]2[CH:22]=[CH:21][CH:20]=[CH:19][CH:18]=2)[N:15]=[N:14][N:13]=1.C([O-])([O-])=O.[K+].[K+]. The catalyst is CC(C)=O. The product is [C:17]1([N:16]2[C:12]([O:8][C:5]3[CH:4]=[C:3]([C:2]([F:10])([F:9])[F:1])[S:7][CH:6]=3)=[N:13][N:14]=[N:15]2)[CH:18]=[CH:19][CH:20]=[CH:21][CH:22]=1. The yield is 0.680. (3) The reactants are [C:1]([C:4]1[CH:33]=[CH:32][C:7]([O:8][CH2:9][C:10]2[CH:15]=[CH:14][C:13]([CH:16]([O:25]C3CCCCO3)[C:17]3[CH:18]=[C:19]([CH:22]=[CH:23][CH:24]=3)[C:20]#[N:21])=[CH:12][CH:11]=2)=[C:6]([CH2:34][CH2:35][CH3:36])[C:5]=1[OH:37])(=[O:3])[CH3:2].O.C1(C)C=CC(S(O)(=O)=O)=CC=1.CO.ClCCl. The catalyst is C(OCC)(=O)C. The product is [C:1]([C:4]1[CH:33]=[CH:32][C:7]([O:8][CH2:9][C:10]2[CH:11]=[CH:12][C:13]([CH:16]([OH:25])[C:17]3[CH:18]=[C:19]([CH:22]=[CH:23][CH:24]=3)[C:20]#[N:21])=[CH:14][CH:15]=2)=[C:6]([CH2:34][CH2:35][CH3:36])[C:5]=1[OH:37])(=[O:3])[CH3:2]. The yield is 0.930. (4) The reactants are [CH2:1]([O:3][C:4](=[O:17])[C:5]1[CH:10]=[CH:9][C:8]([N:11]2[CH2:16][CH2:15][NH:14][CH2:13][CH2:12]2)=[CH:7][CH:6]=1)[CH3:2].[C:18]([O:22][C:23](=[O:31])[C:24]1[CH:29]=[CH:28][C:27](Br)=[CH:26][CH:25]=1)([CH3:21])([CH3:20])[CH3:19].C(=O)([O-])[O-].[Cs+].[Cs+].C1(P(C2CCCCC2)C2C=CC=CC=2C2C(C(C)C)=CC(C(C)C)=CC=2C(C)C)CCCCC1. The catalyst is O1CCOCC1.C1C=CC(/C=C/C(/C=C/C2C=CC=CC=2)=O)=CC=1.C1C=CC(/C=C/C(/C=C/C2C=CC=CC=2)=O)=CC=1.C1C=CC(/C=C/C(/C=C/C2C=CC=CC=2)=O)=CC=1.[Pd].[Pd]. The product is [C:18]([O:22][C:23](=[O:31])[C:24]1[CH:29]=[CH:28][C:27]([N:14]2[CH2:13][CH2:12][N:11]([C:8]3[CH:7]=[CH:6][C:5]([C:4]([O:3][CH2:1][CH3:2])=[O:17])=[CH:10][CH:9]=3)[CH2:16][CH2:15]2)=[CH:26][CH:25]=1)([CH3:21])([CH3:20])[CH3:19]. The yield is 0.510. (5) The reactants are C([N:3]([CH2:6]C)CC)C.C1(P(N=[N+]=[N-])(C2C=CC=CC=2)=[O:15])C=CC=CC=1.[CH3:25][C:26]([C:31]1[CH:36]=[CH:35][C:34]([O:37][CH2:38][C:39]2[CH:44]=[CH:43][C:42]([C:45]([F:48])([F:47])[F:46])=[CH:41][CH:40]=2)=[CH:33][CH:32]=1)([CH3:30])C(O)=O. The catalyst is O1CCOCC1. The product is [N:3]([C:26]([C:31]1[CH:36]=[CH:35][C:34]([O:37][CH2:38][C:39]2[CH:40]=[CH:41][C:42]([C:45]([F:48])([F:47])[F:46])=[CH:43][CH:44]=2)=[CH:33][CH:32]=1)([CH3:30])[CH3:25])=[C:6]=[O:15]. The yield is 0.990. (6) The reactants are [OH:1][C:2]1[C:9]([O:10][CH2:11][CH2:12][CH3:13])=[CH:8][C:5]([CH:6]=O)=[CH:4][C:3]=1[N+:14]([O-:16])=[O:15].[C:17]1([C:23](=O)[CH2:24][C:25]2[CH:30]=[CH:29][CH:28]=[CH:27][CH:26]=2)[CH:22]=[CH:21][CH:20]=[CH:19][CH:18]=1.[NH2:32][C:33]([NH2:35])=[O:34].Cl. The catalyst is C(O)C. The product is [OH:1][C:2]1[C:9]([O:10][CH2:11][CH2:12][CH3:13])=[CH:8][C:5]([CH:6]2[C:24]([C:25]3[CH:30]=[CH:29][CH:28]=[CH:27][CH:26]=3)=[C:23]([C:17]3[CH:22]=[CH:21][CH:20]=[CH:19][CH:18]=3)[NH:35][C:33](=[O:34])[NH:32]2)=[CH:4][C:3]=1[N+:14]([O-:16])=[O:15]. The yield is 0.108. (7) The reactants are [C:1]12([CH2:11][C:12](O)=[O:13])[CH2:10][CH:5]3[CH2:6][CH:7]([CH2:9][CH:3]([CH2:4]3)[CH2:2]1)[CH2:8]2.CCN=C=N[CH2:20][CH2:21][CH2:22][N:23](C)C.Cl.C(N(CC)CC)C.[S:34]1C(NC)=C[C:36]2[CH:41]=[CH:42][CH:43]=[CH:44][C:35]1=2. The catalyst is C(Cl)Cl.CN(C1C=CN=CC=1)C. The product is [C:1]12([CH2:11][C:12]([NH:23][CH2:22][C:21]3[S:34][C:35]4[CH:44]=[CH:43][CH:42]=[CH:41][C:36]=4[CH:20]=3)=[O:13])[CH2:10][CH:5]3[CH2:4][CH:3]([CH2:9][CH:7]([CH2:6]3)[CH2:8]1)[CH2:2]2. The yield is 0.740. (8) The yield is 0.220. The product is [CH3:11][C:12]1[N:13]=[C:14]([NH:20][C:21](=[O:22])[C:23]2[CH:28]=[CH:27][N:26]=[CH:25][CH:24]=2)[S:15][C:16]=1[C:17](=[O:18])[NH:10][CH2:9][CH2:8][CH2:7][C:1]1[CH:6]=[CH:5][CH:4]=[CH:3][CH:2]=1. The reactants are [C:1]1([CH2:7][CH2:8][CH2:9][NH2:10])[CH:6]=[CH:5][CH:4]=[CH:3][CH:2]=1.[CH3:11][C:12]1[N:13]=[C:14]([NH:20][C:21]([C:23]2[CH:28]=[CH:27][N:26]=[CH:25][CH:24]=2)=[O:22])[S:15][C:16]=1[C:17](O)=[O:18]. No catalyst specified.